From a dataset of Forward reaction prediction with 1.9M reactions from USPTO patents (1976-2016). Predict the product of the given reaction. (1) Given the reactants [Cl:1][C:2]1[CH:25]=[C:24]([Cl:26])[CH:23]=[CH:22][C:3]=1[CH2:4][N:5]1[C:9]([CH2:10][CH2:11][C:12]([O:14][CH2:15][CH3:16])=[O:13])=[CH:8][C:7]([O:17][CH2:18][C:19]([OH:21])=O)=[N:6]1.[C:27]([NH:30][NH2:31])(=[O:29])[CH3:28], predict the reaction product. The product is: [C:27]([NH:30][NH:31][C:19](=[O:21])[CH2:18][O:17][C:7]1[CH:8]=[C:9]([CH2:10][CH2:11][C:12]([O:14][CH2:15][CH3:16])=[O:13])[N:5]([CH2:4][C:3]2[CH:22]=[CH:23][C:24]([Cl:26])=[CH:25][C:2]=2[Cl:1])[N:6]=1)(=[O:29])[CH3:28]. (2) Given the reactants [NH2:1][C:2]1[CH:11]=[CH:10][C:5]([C:6]([O:8][CH3:9])=[O:7])=[C:4]([N+:12]([O-:14])=[O:13])[CH:3]=1.[C:15](N1C=CC=CC1=O)(N1C=CC=CC1=O)=[S:16], predict the reaction product. The product is: [CH3:9][O:8][C:6]([C:5]1[CH:10]=[CH:11][C:2]([N:1]=[C:15]=[S:16])=[CH:3][C:4]=1[N+:12]([O-:14])=[O:13])=[O:7]. (3) Given the reactants [CH2:1]([O:8][C:9]1[CH:14]=[CH:13][C:12]([C:15]2[NH:19][N:18]=[N:17][N:16]=2)=[CH:11][C:10]=1[F:20])[C:2]1[CH:7]=[CH:6][CH:5]=[CH:4][CH:3]=1.[H-].[Na+].Br[CH2:24][CH2:25][O:26][Si:27]([CH3:30])([CH3:29])[CH3:28], predict the reaction product. The product is: [CH2:1]([O:8][C:9]1[CH:14]=[CH:13][C:12]([C:15]2[N:19]([CH2:24][CH2:25][O:26][Si:27]([CH3:30])([CH3:29])[CH3:28])[N:18]=[N:17][N:16]=2)=[CH:11][C:10]=1[F:20])[C:2]1[CH:3]=[CH:4][CH:5]=[CH:6][CH:7]=1.[CH2:1]([O:8][C:9]1[CH:14]=[CH:13][C:12]([C:15]2[N:16]=[N:17][N:18]([CH2:24][CH2:25][O:26][Si:27]([CH3:30])([CH3:29])[CH3:28])[N:19]=2)=[CH:11][C:10]=1[F:20])[C:2]1[CH:3]=[CH:4][CH:5]=[CH:6][CH:7]=1. (4) The product is: [CH:33]([N:31]1[CH2:32][C:29]([NH:7][C:8]2[CH:9]=[C:10]3[C:19](=[CH:20][CH:21]=2)[O:18][CH2:17][C:16]2[N:11]3[CH:12]([CH3:23])[C:13](=[O:22])[NH:14][N:15]=2)([CH3:46])[CH2:30]1)([C:40]1[CH:41]=[CH:42][CH:43]=[CH:44][CH:45]=1)[C:34]1[CH:35]=[CH:36][CH:37]=[CH:38][CH:39]=1. Given the reactants C([O-])([O-])=O.[K+].[K+].[NH2:7][C:8]1[CH:9]=[C:10]2[C:19](=[CH:20][CH:21]=1)[O:18][CH2:17][C:16]1[N:11]2[CH:12]([CH3:23])[C:13](=[O:22])[NH:14][N:15]=1.CS(O[C:29]1([CH3:46])[CH2:32][N:31]([CH:33]([C:40]2[CH:45]=[CH:44][CH:43]=[CH:42][CH:41]=2)[C:34]2[CH:39]=[CH:38][CH:37]=[CH:36][CH:35]=2)[CH2:30]1)(=O)=O, predict the reaction product. (5) Given the reactants [F:1][CH:2]([F:13])[C:3]1[CH:8]=[CH:7][C:6]([F:9])=[CH:5][C:4]=1[C:10](=[O:12])[CH3:11].[BH4-].[Na+], predict the reaction product. The product is: [F:13][CH:2]([F:1])[C:3]1[CH:8]=[CH:7][C:6]([F:9])=[CH:5][C:4]=1[CH:10]([OH:12])[CH3:11]. (6) Given the reactants [Cl:1][C:2]1[CH:7]=[CH:6][C:5]([S:8]([CH2:11][C:12]2[C:17]([F:18])=[C:16]([F:19])[CH:15]=[CH:14][C:13]=2[F:20])(=[O:10])=[O:9])=[CH:4][CH:3]=1.Br[CH2:22][CH2:23][O:24][Si:25]([C:28]([CH3:31])([CH3:30])[CH3:29])([CH3:27])[CH3:26].[H-].[Na+].O, predict the reaction product. The product is: [C:28]([Si:25]([O:24][CH2:23][CH2:22][CH:11]([S:8]([C:5]1[CH:4]=[CH:3][C:2]([Cl:1])=[CH:7][CH:6]=1)(=[O:10])=[O:9])[C:12]1[C:13]([F:20])=[CH:14][CH:15]=[C:16]([F:19])[C:17]=1[F:18])([CH3:27])[CH3:26])([CH3:31])([CH3:30])[CH3:29]. (7) The product is: [CH2:2]([N:6]([S:16]([C:19]1[CH:24]=[CH:23][C:22]([N+:25]([O-:27])=[O:26])=[CH:21][CH:20]=1)(=[O:18])=[O:17])[C@H:7]([C:13]([OH:15])=[O:14])[CH2:8][CH2:9][CH2:10][CH2:11][NH:12][C:45](=[O:46])[CH2:44][CH2:43][C:36]1[C:37]2[C:42](=[CH:41][CH:40]=[CH:39][CH:38]=2)[NH:34][CH:35]=1)[CH:3]([CH3:5])[CH3:4]. Given the reactants Cl.[CH2:2]([N:6]([S:16]([C:19]1[CH:24]=[CH:23][C:22]([N+:25]([O-:27])=[O:26])=[CH:21][CH:20]=1)(=[O:18])=[O:17])[C@H:7]([C:13]([OH:15])=[O:14])[CH2:8][CH2:9][CH2:10][CH2:11][NH2:12])[CH:3]([CH3:5])[CH3:4].C([O-])([O-])=O.[Cs+].[Cs+].[NH:34]1[C:42]2[C:37](=[CH:38][CH:39]=[CH:40][CH:41]=2)[C:36]([CH2:43][CH2:44][C:45](O)=[O:46])=[CH:35]1.C(C1NC=CN=1)(C1NC=CN=1)=O, predict the reaction product.